This data is from Experimentally validated miRNA-target interactions with 360,000+ pairs, plus equal number of negative samples. The task is: Binary Classification. Given a miRNA mature sequence and a target amino acid sequence, predict their likelihood of interaction. (1) The miRNA is mmu-miR-208a-3p with sequence AUAAGACGAGCAAAAAGCUUGU. The protein sequence of the target gene is MMQESATETISNSSMNQNGMSTLSSQLDAGSRDGRSSGDTSSEVSTVELLHLQQQQALQAARQLLLQQQTSGLKSPKSSEKQRPLQVPVSVAMMTPQVITPQQMQQILQQQVLSPQQLQALLQQQQAVMLQQQQLQEFYKKQQEQLHLQLLQQQQQQQQQQQQQQQQQQQQQQQQQQQQQQQQQQQQQQQQHPGKQAKEQQQQQQQQQLAAQQLVFQQQLLQMQQLQQQQHLLSLQRQGLISIPPGQAALPVQSLPQAGLSPAEIQQLWKEVTGVHSMEDNGIKHGGLDLTTNNSSSTTS.... Result: 1 (interaction). (2) The miRNA is rno-miR-29a-3p with sequence UAGCACCAUCUGAAAUCGGUUA. The protein sequence of the target gene is MAVQESAAQLSMTLKVQEYPTLKVPYETLNKRFRAAQKNIDRETSHVTMVVAELEKTLSSCPAVDSVVSLLDGVVEKLSVLKRKAVESIQAEDESAKLCKRRIEHLKEHSSDQPAAASMWKRKRMDRMMVEHLLRCGYYNTAVKLARQSGIEDLVNIEMFLTAKEVEESLERRETATCLAWCHDNKSRLRKMKSCLEFSLRIQEFIELVRQNKRLDAVRHARKHFSQAEGSQLDEVRQVMGMLAFPPDTHISPYKDLLDPARWRMLIQQFRYDNYRLHQLGNSSVFTLTLQAGLSAIKTP.... Result: 0 (no interaction).